This data is from Forward reaction prediction with 1.9M reactions from USPTO patents (1976-2016). The task is: Predict the product of the given reaction. (1) Given the reactants [C:1]([C:4]1[C:9]2[CH:10]=[C:11]3[N:15]([C:8]=2[CH:7]=[CH:6][N:5]=1)[CH2:14][CH2:13]/[C:12]/3=[CH:16]\[C:17]([O:19][CH2:20][CH3:21])=[O:18])([CH3:3])=[CH2:2], predict the reaction product. The product is: [CH:1]([C:4]1[C:9]2[CH:10]=[C:11]3[N:15]([C:8]=2[CH:7]=[CH:6][N:5]=1)[CH2:14][CH2:13][CH:12]3[CH2:16][C:17]([O:19][CH2:20][CH3:21])=[O:18])([CH3:3])[CH3:2]. (2) The product is: [C:23]([C:25]1[CH:30]=[C:29]([S:8]([C:5]2[CH:6]=[CH:7][C:2]([CH3:1])=[C:3]([S:11]([NH:14][CH2:15][CH2:16][C:17]3[CH:22]=[CH:21][CH:20]=[CH:19][N:18]=3)(=[O:13])=[O:12])[CH:4]=2)(=[O:10])=[O:9])[CH:28]=[CH:27][CH:26]=1)#[N:24]. Given the reactants [CH3:1][C:2]1[CH:7]=[CH:6][C:5]([S:8]([OH:10])=[O:9])=[CH:4][C:3]=1[S:11]([NH:14][CH2:15][CH2:16][C:17]1[CH:22]=[CH:21][CH:20]=[CH:19][N:18]=1)(=[O:13])=[O:12].[C:23]([C:25]1[CH:26]=[C:27](B(O)O)[CH:28]=[CH:29][CH:30]=1)#[N:24].C(=O)([O-])[O-].[K+].[K+], predict the reaction product. (3) Given the reactants [O:1]1[C:5]([C:6]2[CH:11]=[CH:10][C:9]([NH:12][C:13]3[N:14]=[C:15]([NH:23][CH2:24][CH:25]4[CH2:30][CH2:29][O:28][CH2:27][CH2:26]4)[C:16]4[CH2:22][NH:21][CH2:20][CH2:19][C:17]=4[N:18]=3)=[CH:8][CH:7]=2)=[CH:4][N:3]=[CH:2]1.[C:31](O)(=[O:33])[CH3:32].C(O)C=O, predict the reaction product. The product is: [O:1]1[C:5]([C:6]2[CH:7]=[CH:8][C:9]([NH:12][C:13]3[N:14]=[C:15]([NH:23][CH2:24][CH:25]4[CH2:26][CH2:27][O:28][CH2:29][CH2:30]4)[C:16]4[CH2:22][N:21]([CH2:32][CH2:31][OH:33])[CH2:20][CH2:19][C:17]=4[N:18]=3)=[CH:10][CH:11]=2)=[CH:4][N:3]=[CH:2]1. (4) The product is: [CH3:14][O:13][C:11](=[O:12])[C:10]1[CH:15]=[CH:16][C:7]([NH:6][CH3:1])=[CH:8][C:9]=1[O:17][CH3:18]. Given the reactants [CH3:1][O-].[Na+].C=O.[NH2:6][C:7]1[CH:16]=[CH:15][C:10]([C:11]([O:13][CH3:14])=[O:12])=[C:9]([O:17][CH3:18])[CH:8]=1.[BH4-].[Na+], predict the reaction product.